Dataset: Catalyst prediction with 721,799 reactions and 888 catalyst types from USPTO. Task: Predict which catalyst facilitates the given reaction. (1) Reactant: [N+:1]([C:4]1[CH:9]=[CH:8][C:7]([CH2:10][S:11]([NH2:14])(=[O:13])=[O:12])=[CH:6][CH:5]=1)([O-])=O. Product: [NH2:1][C:4]1[CH:9]=[CH:8][C:7]([CH2:10][S:11]([NH2:14])(=[O:12])=[O:13])=[CH:6][CH:5]=1. The catalyst class is: 50. (2) Reactant: Cl[C:2]1[N:7]=[C:6]([N:8]2[CH2:13][CH2:12][O:11][CH2:10][CH2:9]2)[N:5]=[C:4]([N:14]2[C:18]3[CH:19]=[CH:20][CH:21]=[C:22]([O:23][CH3:24])[C:17]=3[N:16]=[C:15]2[CH:25]([F:27])[F:26])[N:3]=1.[NH:28]1[CH:32]=[CH:31][CH:30]=[N:29]1.CCN(C(C)C)C(C)C. Product: [F:26][CH:25]([F:27])[C:15]1[N:14]([C:4]2[N:5]=[C:6]([N:8]3[CH2:13][CH2:12][O:11][CH2:10][CH2:9]3)[N:7]=[C:2]([N:28]3[CH:32]=[CH:31][CH:30]=[N:29]3)[N:3]=2)[C:18]2[CH:19]=[CH:20][CH:21]=[C:22]([O:23][CH3:24])[C:17]=2[N:16]=1. The catalyst class is: 6. (3) Reactant: [OH:1][C:2]1[C:3]2[CH:30]=[CH:29][N:28]=[CH:27][C:4]=2[N:5]=[C:6]([O:8][C:9]2[CH:10]=[N:11][N:12]([CH:14]3[CH2:19][CH2:18][N:17](C(OC(C)(C)C)=O)[CH2:16][CH2:15]3)[CH:13]=2)[N:7]=1.Cl. Product: [NH:17]1[CH2:16][CH2:15][CH:14]([N:12]2[CH:13]=[C:9]([O:8][C:6]3[N:7]=[C:2]([OH:1])[C:3]4[CH:30]=[CH:29][N:28]=[CH:27][C:4]=4[N:5]=3)[CH:10]=[N:11]2)[CH2:19][CH2:18]1. The catalyst class is: 12.